Dataset: Full USPTO retrosynthesis dataset with 1.9M reactions from patents (1976-2016). Task: Predict the reactants needed to synthesize the given product. (1) Given the product [Br:35][CH2:36][C:37]([NH:7][C:8]1[CH:13]=[CH:12][C:11]([C:14]2([C:19]3[CH:20]=[CH:21][C:22]([Cl:25])=[CH:23][CH:24]=3)[O:18][CH2:17][CH2:16][O:15]2)=[CH:10][C:9]=1[CH:26]([C:28]1[CH:33]=[CH:32][CH:31]=[C:30]([Cl:34])[CH:29]=1)[OH:27])=[O:38], predict the reactants needed to synthesize it. The reactants are: C([O-])([O-])=O.[K+].[K+].[NH2:7][C:8]1[CH:13]=[CH:12][C:11]([C:14]2([C:19]3[CH:24]=[CH:23][C:22]([Cl:25])=[CH:21][CH:20]=3)[O:18][CH2:17][CH2:16][O:15]2)=[CH:10][C:9]=1[CH:26]([C:28]1[CH:33]=[CH:32][CH:31]=[C:30]([Cl:34])[CH:29]=1)[OH:27].[Br:35][CH2:36][C:37](Br)=[O:38]. (2) Given the product [F:25][C:26]1[CH:31]=[CH:30][CH:29]=[C:28]([CH:32]([CH3:33])[CH3:34])[C:27]=1[NH:35][C:36]([NH:38]/[N:39]=[CH:19]/[C:18]1[CH:21]=[CH:22][C:15]([C:12]2[N:13]=[CH:14][N:10]([C:7]3[CH:8]=[CH:9][C:4]([O:3][C:2]([F:24])([F:23])[F:1])=[CH:5][CH:6]=3)[N:11]=2)=[CH:16][CH:17]=1)=[S:37], predict the reactants needed to synthesize it. The reactants are: [F:1][C:2]([F:24])([F:23])[O:3][C:4]1[CH:9]=[CH:8][C:7]([N:10]2[CH:14]=[N:13][C:12]([C:15]3[CH:22]=[CH:21][C:18]([CH:19]=O)=[CH:17][CH:16]=3)=[N:11]2)=[CH:6][CH:5]=1.[F:25][C:26]1[CH:31]=[CH:30][CH:29]=[C:28]([CH:32]([CH3:34])[CH3:33])[C:27]=1[NH:35][C:36]([NH:38][NH2:39])=[S:37]. (3) Given the product [CH3:1][N:2]([CH2:7][C:9]1[C:6]2[C:7](=[O:8])[N:2]([CH3:1])[C:3](=[O:35])[N:4]([CH2:32][CH2:33][CH3:34])[C:5]=2[NH:11][C:10]=1[C:12]1[CH:17]=[C:16]([S:18]([N:21]2[CH2:22][CH2:23][N:24]([CH3:27])[CH2:25][CH2:26]2)(=[O:20])=[O:19])[CH:15]=[CH:14][C:13]=1[O:28][CH2:29][CH2:30][CH3:31])[CH3:3], predict the reactants needed to synthesize it. The reactants are: [CH3:1][N:2]1[C:7](=[O:8])[C:6]2[CH:9]=[C:10]([C:12]3[CH:17]=[C:16]([S:18]([N:21]4[CH2:26][CH2:25][N:24]([CH3:27])[CH2:23][CH2:22]4)(=[O:20])=[O:19])[CH:15]=[CH:14][C:13]=3[O:28][CH2:29][CH2:30][CH3:31])[NH:11][C:5]=2[N:4]([CH2:32][CH2:33][CH3:34])[C:3]1=[O:35]. (4) The reactants are: [F:1][C:2]1[CH:7]=[CH:6][CH:5]=[CH:4][C:3]=1[S:8]([N:11]1[CH2:16][CH2:15][CH:14]([CH2:17][O:18][C:19]2[CH:28]=[CH:27][CH:26]=[C:25]3[C:20]=2[C:21]([NH2:30])=[N:22][C:23]([NH2:29])=[N:24]3)[CH2:13][CH2:12]1)(=[O:10])=[O:9].N1CCC(COC2C=CC=C3C=2C(N)=NC(N)=N3)CC1.C(N(CC)CC)C.FC1C=CC=CC=1S([Cl:68])(=O)=O. Given the product [ClH:68].[F:1][C:2]1[CH:7]=[CH:6][CH:5]=[CH:4][C:3]=1[S:8]([N:11]1[CH2:12][CH2:13][CH:14]([CH2:17][O:18][C:19]2[CH:28]=[CH:27][CH:26]=[C:25]3[C:20]=2[C:21]([NH2:30])=[N:22][C:23]([NH2:29])=[N:24]3)[CH2:15][CH2:16]1)(=[O:10])=[O:9], predict the reactants needed to synthesize it. (5) Given the product [CH3:1][O:2][C:3]1[CH:4]=[C:5]2[C:10]3=[C:11]([C:13]([C:19]4[CH2:20][CH2:21][N:16]([CH3:15])[CH2:17][CH:18]=4)=[CH:14][N:9]3[CH2:8][CH2:7][CH2:6]2)[CH:12]=1, predict the reactants needed to synthesize it. The reactants are: [CH3:1][O:2][C:3]1[CH:4]=[C:5]2[C:10]3=[C:11]([CH:13]=[CH:14][N:9]3[CH2:8][CH2:7][CH2:6]2)[CH:12]=1.[CH3:15][N:16]1[CH2:21][CH2:20][CH2:19][CH2:18][C:17]1=O. (6) Given the product [OH:39][C@@H:37]([CH3:38])[C:35]([N:2]1[CH2:3][CH2:4][CH:5]([NH:8][C:9]([C:11]2[C:15]3[N:16]=[CH:17][N:18]=[C:19]([C:20]4[CH:25]=[C:24]([F:26])[C:23]([O:27][CH3:28])=[CH:22][C:21]=4[O:29][CH2:30][CH:31]4[CH2:33][CH2:32]4)[C:14]=3[NH:13][CH:12]=2)=[O:10])[CH2:6][CH2:7]1)=[O:36], predict the reactants needed to synthesize it. The reactants are: Cl.[NH:2]1[CH2:7][CH2:6][CH:5]([NH:8][C:9]([C:11]2[C:15]3[N:16]=[CH:17][N:18]=[C:19]([C:20]4[CH:25]=[C:24]([F:26])[C:23]([O:27][CH3:28])=[CH:22][C:21]=4[O:29][CH2:30][CH:31]4[CH2:33][CH2:32]4)[C:14]=3[NH:13][CH:12]=2)=[O:10])[CH2:4][CH2:3]1.Cl[C:35]([C@@H:37]([O:39]C(=O)C)[CH3:38])=[O:36]. (7) Given the product [CH3:18][N:14]1[C:13](=[O:15])[O:12][C:10](=[O:11])[C:9]2[CH:16]=[CH:17][C:6]([N+:3]([O-:5])=[O:4])=[CH:7][C:8]1=2, predict the reactants needed to synthesize it. The reactants are: [H-].[Na+].[N+:3]([C:6]1[CH:7]=[C:8]2[NH:14][C:13](=[O:15])[O:12][C:10](=[O:11])[C:9]2=[CH:16][CH:17]=1)([O-:5])=[O:4].[CH3:18]I.Cl. (8) Given the product [Cl:4][C:5]1[CH:10]=[C:9]([Cl:11])[CH:8]=[CH:7][C:6]=1[CH2:12][O:13][C@@H:14]1[C@@H:20]([CH2:21][O:22][CH2:23][C:24]2[CH:29]=[CH:28][C:27]([Cl:30])=[CH:26][C:25]=2[Cl:31])[O:19][C@H:16]([O:17][CH3:18])[C@:15]1([CH3:1])[OH:32], predict the reactants needed to synthesize it. The reactants are: [CH3:1][Mg+].[Br-].[Cl:4][C:5]1[CH:10]=[C:9]([Cl:11])[CH:8]=[CH:7][C:6]=1[CH2:12][O:13][C@@H:14]1[C@@H:20]([CH2:21][O:22][CH2:23][C:24]2[CH:29]=[CH:28][C:27]([Cl:30])=[CH:26][C:25]=2[Cl:31])[O:19][C@H:16]([O:17][CH3:18])[C:15]1=[O:32].